This data is from Forward reaction prediction with 1.9M reactions from USPTO patents (1976-2016). The task is: Predict the product of the given reaction. (1) Given the reactants [F:1][C:2]([F:12])([F:11])[C:3]1[CH:8]=[CH:7][C:6]([CH2:9][NH2:10])=[CH:5][CH:4]=1.[CH2:13]([NH:20][C:21]([C:23]1[S:27][C:26]([N:28]2[CH2:33][CH2:32][CH2:31][CH:30](Br)[C:29]2=[O:35])=[N:25][C:24]=1[CH3:36])=[O:22])[C:14]1[CH:19]=[CH:18][CH:17]=[CH:16][CH:15]=1, predict the reaction product. The product is: [CH2:13]([NH:20][C:21]([C:23]1[S:27][C:26]([N:28]2[CH2:33][CH2:32][CH2:31][CH:30]([NH:10][CH2:9][C:6]3[CH:5]=[CH:4][C:3]([C:2]([F:11])([F:12])[F:1])=[CH:8][CH:7]=3)[C:29]2=[O:35])=[N:25][C:24]=1[CH3:36])=[O:22])[C:14]1[CH:19]=[CH:18][CH:17]=[CH:16][CH:15]=1. (2) Given the reactants [F:1][C:2]1[CH:10]=[CH:9][C:5]([C:6]([NH2:8])=[O:7])=[CH:4][CH:3]=1.Br[CH:12]([CH3:21])[C:13](=O)[CH2:14][C:15]([O:17][CH2:18][CH3:19])=[O:16], predict the reaction product. The product is: [F:1][C:2]1[CH:10]=[CH:9][C:5]([C:6]2[O:7][C:12]([CH3:21])=[C:13]([CH2:14][C:15]([O:17][CH2:18][CH3:19])=[O:16])[N:8]=2)=[CH:4][CH:3]=1. (3) The product is: [CH3:39][O:38][C:36](=[O:37])[C@@H:20]([NH:19][C:18]([C@@H:17]1[CH2:16][C:15]2[CH:14]=[C:13]3[O:41][CH2:42][C@@H:43]([C:45]4[CH:50]=[CH:49][C:48]([O:51][CH2:52][C:53]5[CH:58]=[CH:57][C:56]([Cl:59])=[C:55]([Cl:60])[CH:54]=5)=[CH:47][CH:46]=4)[O:44][C:12]3=[CH:11][C:10]=2[CH2:9][NH:8]1)=[O:40])[CH2:21][C:22]1[CH:27]=[CH:26][C:25]([C:28]2[CH:33]=[CH:32][N:31]=[C:30]([CH3:34])[C:29]=2[CH3:35])=[CH:24][CH:23]=1. Given the reactants C(OC([N:8]1[C@H:17]([C:18](=[O:40])[NH:19][C@H:20]([C:36]([O:38][CH3:39])=[O:37])[CH2:21][C:22]2[CH:27]=[CH:26][C:25]([C:28]3[CH:33]=[CH:32][N:31]=[C:30]([CH3:34])[C:29]=3[CH3:35])=[CH:24][CH:23]=2)[CH2:16][C:15]2[CH:14]=[C:13]3[O:41][CH2:42][C@@H:43]([C:45]4[CH:50]=[CH:49][C:48]([O:51][CH2:52][C:53]5[CH:58]=[CH:57][C:56]([Cl:59])=[C:55]([Cl:60])[CH:54]=5)=[CH:47][CH:46]=4)[O:44][C:12]3=[CH:11][C:10]=2[CH2:9]1)=O)(C)(C)C.Cl, predict the reaction product. (4) Given the reactants C[O:2][C:3]1[CH:8]=[C:7]([C:9]([F:12])([F:11])[F:10])[CH:6]=[CH:5][C:4]=1[C:13]1[C:22]2[C:17](=[CH:18][C:19]([S:23]([NH:26][C:27]3[S:28][CH:29]=[CH:30][N:31]=3)(=[O:25])=[O:24])=[CH:20][CH:21]=2)[N:16]=[CH:15][N:14]=1.C(Cl)Cl.B(Br)(Br)Br, predict the reaction product. The product is: [OH:2][C:3]1[CH:8]=[C:7]([C:9]([F:12])([F:11])[F:10])[CH:6]=[CH:5][C:4]=1[C:13]1[C:22]2[C:17](=[CH:18][C:19]([S:23]([NH:26][C:27]3[S:28][CH:29]=[CH:30][N:31]=3)(=[O:24])=[O:25])=[CH:20][CH:21]=2)[N:16]=[CH:15][N:14]=1. (5) The product is: [C:17]([N:11]1[C:12]([CH:13]([CH3:14])[CH3:15])=[C:8]([CH2:1][C:2]2[CH:3]=[CH:4][CH:5]=[CH:6][CH:7]=2)[C:9](=[O:16])[NH:10]1)(=[O:19])[CH3:18]. Given the reactants [CH2:1]([C:8]1[C:9](=[O:16])[NH:10][NH:11][C:12]=1[CH:13]([CH3:15])[CH3:14])[C:2]1[CH:7]=[CH:6][CH:5]=[CH:4][CH:3]=1.[C:17](OC(=O)C)(=[O:19])[CH3:18], predict the reaction product. (6) Given the reactants [CH3:1][C@@H:2]([CH2:14][CH:15]=[CH2:16])[C@H:3]([S:5](C1N=CC=CN=1)(=[O:7])=[O:6])[CH3:4].C[O-].[Na+:19], predict the reaction product. The product is: [CH3:1][C@@H:2]([CH2:14][CH:15]=[CH2:16])[C@H:3]([S:5]([O-:7])=[O:6])[CH3:4].[Na+:19]. (7) Given the reactants [I:1][C:2]1[CH:7]=[CH:6][N:5]=[C:4]([N:8]2[C:16]3[CH2:15][C@@:14]4([CH3:18])[CH2:17][C@H:13]4[CH2:12][C:11]=3[C:10]([C:19](O)=[O:20])=[N:9]2)[CH:3]=1.[Cl-].[NH4+:23], predict the reaction product. The product is: [I:1][C:2]1[CH:7]=[CH:6][N:5]=[C:4]([N:8]2[C:16]3[CH2:15][C@@:14]4([CH3:18])[CH2:17][C@H:13]4[CH2:12][C:11]=3[C:10]([C:19]([NH2:23])=[O:20])=[N:9]2)[CH:3]=1. (8) Given the reactants [O:1]1[C:5]2[CH:6]=[C:7]([C:10](=[O:36])[CH2:11][S:12][C@H:13]3[C:16](=[O:17])[N:15]([C:18]4[CH:23]=[CH:22][C:21]([F:24])=[CH:20][CH:19]=4)[C@@H:14]3[C:25]3[CH:35]=[CH:34][C:28]([O:29][CH2:30][C:31](O)=[O:32])=[CH:27][CH:26]=3)[CH:8]=[CH:9][C:4]=2[CH2:3][CH2:2]1.CN1CCOCC1.CN(C(ON1N=NC2C=CC=CC1=2)=[N+](C)C)C.[B-](F)(F)(F)F.[NH2:66][CH2:67][C:68]([NH:70][C@H:71]([CH2:75][CH:76]1[CH2:81][CH2:80][CH2:79][CH2:78][CH2:77]1)[C:72]([OH:74])=[O:73])=[O:69].[BH4-].[Na+], predict the reaction product. The product is: [CH:76]1([CH2:75][C@@H:71]([NH:70][C:68](=[O:69])[CH2:67][NH:66][C:31](=[O:32])[CH2:30][O:29][C:28]2[CH:27]=[CH:26][C:25]([C@@H:14]3[C@@H:13]([S:12][CH2:11][CH:10]([C:7]4[CH:8]=[CH:9][C:4]5[CH2:3][CH2:2][O:1][C:5]=5[CH:6]=4)[OH:36])[C:16](=[O:17])[N:15]3[C:18]3[CH:23]=[CH:22][C:21]([F:24])=[CH:20][CH:19]=3)=[CH:35][CH:34]=2)[C:72]([OH:74])=[O:73])[CH2:77][CH2:78][CH2:79][CH2:80][CH2:81]1. (9) Given the reactants Br[C:2]1[C:10]2[C:5](=[CH:6][CH:7]=[C:8]([C:11]([OH:13])=[O:12])[CH:9]=2)[N:4]([C:14]([C:27]2[CH:32]=[CH:31][CH:30]=[CH:29][CH:28]=2)([C:21]2[CH:26]=[CH:25][CH:24]=[CH:23][CH:22]=2)[C:15]2[CH:20]=[CH:19][CH:18]=[CH:17][CH:16]=2)[N:3]=1.[N:33]1[CH:38]=[CH:37][C:36](B(O)O)=[CH:35][CH:34]=1, predict the reaction product. The product is: [N:33]1[CH:38]=[CH:37][C:36]([C:2]2[C:10]3[C:5](=[CH:6][CH:7]=[C:8]([C:11]([OH:13])=[O:12])[CH:9]=3)[N:4]([C:14]([C:27]3[CH:32]=[CH:31][CH:30]=[CH:29][CH:28]=3)([C:21]3[CH:26]=[CH:25][CH:24]=[CH:23][CH:22]=3)[C:15]3[CH:20]=[CH:19][CH:18]=[CH:17][CH:16]=3)[N:3]=2)=[CH:35][CH:34]=1. (10) Given the reactants [C:1]([C:3]1[C:7]2[CH2:8][CH2:9][C:10](=O)[CH2:11][C:6]=2[S:5][C:4]=1[NH:13][C:14](=[O:20])[CH:15]([CH2:18][CH3:19])[CH2:16][CH3:17])#[N:2].[NH2:21][CH:22]([C:25]([CH3:28])([CH3:27])[CH3:26])[CH2:23][OH:24].C(O[BH-](OC(=O)C)OC(=O)C)(=O)C.[Na+].C(O)(=O)C, predict the reaction product. The product is: [C:1]([C:3]1[C:7]2[CH2:8][CH2:9][CH:10]([NH:21][CH:22]([CH2:23][OH:24])[C:25]([CH3:28])([CH3:27])[CH3:26])[CH2:11][C:6]=2[S:5][C:4]=1[NH:13][C:14](=[O:20])[CH:15]([CH2:18][CH3:19])[CH2:16][CH3:17])#[N:2].